From a dataset of Forward reaction prediction with 1.9M reactions from USPTO patents (1976-2016). Predict the product of the given reaction. (1) Given the reactants [Br:1][C:2]1[CH:3]=[C:4]2[C:9](=[CH:10][CH:11]=1)[CH:8]=[C:7]([CH2:12]O)[CH:6]=[CH:5]2.P(Br)(Br)[Br:15], predict the reaction product. The product is: [Br:1][C:2]1[CH:11]=[CH:10][C:9]2[C:4](=[CH:5][CH:6]=[C:7]([CH2:12][Br:15])[CH:8]=2)[CH:3]=1. (2) Given the reactants Br[C:2]1[C:21](=[O:22])[N:20]([CH2:23][CH3:24])[C:5]2[N:6]=[C:7]([NH:10][CH2:11][CH2:12][CH:13]3[CH2:18][CH2:17][N:16]([CH3:19])[CH2:15][CH2:14]3)[N:8]=[CH:9][C:4]=2[CH:3]=1.[CH:25]1([S:28]([C:30]2[CH:35]=[CH:34][C:33](B(O)O)=[CH:32][CH:31]=2)=[O:29])[CH2:27][CH2:26]1.P([O-])([O-])([O-])=O.[K+].[K+].[K+], predict the reaction product. The product is: [CH:25]1([S:28]([C:30]2[CH:35]=[CH:34][C:33]([C:2]3[C:21](=[O:22])[N:20]([CH2:23][CH3:24])[C:5]4[N:6]=[C:7]([NH:10][CH2:11][CH2:12][CH:13]5[CH2:18][CH2:17][N:16]([CH3:19])[CH2:15][CH2:14]5)[N:8]=[CH:9][C:4]=4[CH:3]=3)=[CH:32][CH:31]=2)=[O:29])[CH2:27][CH2:26]1. (3) Given the reactants [F:1][C@@H:2]1[CH2:19][C@@:17]2([CH3:18])[C@@H:13]([CH2:14][CH2:15][C:16]2=[O:20])[C@H:12]2[C@H:3]1[C:4]1[CH:5]=[CH:6][C:7]([OH:28])=[CH:8][C:9]=1[CH2:10][C@H:11]2[CH2:21][CH2:22][CH2:23][CH2:24][CH2:25][NH:26][CH3:27].[F:29][C:30]([F:44])([F:43])[C:31]([F:42])([F:41])[C:32]([F:40])([F:39])[C:33]([F:38])([F:37])[CH:34](I)[CH3:35], predict the reaction product. The product is: [F:1][C@H:2]1[CH2:19][C@@:17]2([CH3:18])[C@@H:13]([CH2:14][CH2:15][C:16]2=[O:20])[C@H:12]2[C@H:3]1[C:4]1[CH:5]=[CH:6][C:7]([OH:28])=[CH:8][C:9]=1[CH2:10][C@H:11]2[CH2:21][CH2:22][CH2:23][CH2:24][CH2:25][N:26]([CH3:27])[CH2:35][CH2:34][C:33]([F:38])([F:37])[C:32]([F:40])([F:39])[C:31]([F:42])([F:41])[C:30]([F:44])([F:43])[F:29].